This data is from NCI-60 drug combinations with 297,098 pairs across 59 cell lines. The task is: Regression. Given two drug SMILES strings and cell line genomic features, predict the synergy score measuring deviation from expected non-interaction effect. (1) Drug 1: C1CCC(C(C1)N)N.C(=O)(C(=O)[O-])[O-].[Pt+4]. Drug 2: CC1C(C(CC(O1)OC2CC(CC3=C2C(=C4C(=C3O)C(=O)C5=C(C4=O)C(=CC=C5)OC)O)(C(=O)CO)O)N)O.Cl. Cell line: SK-MEL-28. Synergy scores: CSS=48.3, Synergy_ZIP=-0.557, Synergy_Bliss=0.597, Synergy_Loewe=-14.8, Synergy_HSA=1.84. (2) Drug 1: CN(C)C1=NC(=NC(=N1)N(C)C)N(C)C. Drug 2: CC1=C(C(=CC=C1)Cl)NC(=O)C2=CN=C(S2)NC3=CC(=NC(=N3)C)N4CCN(CC4)CCO. Cell line: RPMI-8226. Synergy scores: CSS=4.20, Synergy_ZIP=2.04, Synergy_Bliss=4.25, Synergy_Loewe=-9.53, Synergy_HSA=-4.97. (3) Drug 1: CCC1=C2CN3C(=CC4=C(C3=O)COC(=O)C4(CC)O)C2=NC5=C1C=C(C=C5)O. Drug 2: CC(C)NC(=O)C1=CC=C(C=C1)CNNC.Cl. Cell line: SR. Synergy scores: CSS=56.7, Synergy_ZIP=-0.133, Synergy_Bliss=-1.10, Synergy_Loewe=-31.7, Synergy_HSA=-1.99. (4) Drug 1: C1=CN(C(=O)N=C1N)C2C(C(C(O2)CO)O)O.Cl. Drug 2: C1C(C(OC1N2C=NC3=C2NC=NCC3O)CO)O. Cell line: CCRF-CEM. Synergy scores: CSS=64.4, Synergy_ZIP=1.46, Synergy_Bliss=1.45, Synergy_Loewe=-17.5, Synergy_HSA=1.42. (5) Drug 1: C1CCC(C1)C(CC#N)N2C=C(C=N2)C3=C4C=CNC4=NC=N3. Drug 2: C1=NC2=C(N1)C(=S)N=CN2. Cell line: NCI/ADR-RES. Synergy scores: CSS=7.75, Synergy_ZIP=-11.7, Synergy_Bliss=-15.9, Synergy_Loewe=-36.5, Synergy_HSA=-15.9.